Predict the reactants needed to synthesize the given product. From a dataset of Full USPTO retrosynthesis dataset with 1.9M reactions from patents (1976-2016). Given the product [OH:40][C:44]1([CH2:3][O:4][C@H:5]2[CH2:10][CH2:9][C@H:8]([N:11]3[C:16](=[O:17])[C:15]([CH2:18][C:19]4[CH:24]=[CH:23][C:22]([C:25]5[C:26]([C:31]#[N:32])=[CH:27][CH:28]=[CH:29][CH:30]=5)=[CH:21][CH:20]=4)=[C:14]([CH2:33][CH2:34][CH3:35])[N:13]4[N:36]=[CH:37][N:38]=[C:12]34)[CH2:7][CH2:6]2)[CH2:49][CH2:48][CH2:47][CH2:50]1, predict the reactants needed to synthesize it. The reactants are: CS[CH2:3][O:4][C@H:5]1[CH2:10][CH2:9][C@H:8]([N:11]2[C:16](=[O:17])[C:15]([CH2:18][C:19]3[CH:24]=[CH:23][C:22]([C:25]4[C:26]([C:31]#[N:32])=[CH:27][CH:28]=[CH:29][CH:30]=4)=[CH:21][CH:20]=3)=[C:14]([CH2:33][CH2:34][CH3:35])[N:13]3[N:36]=[CH:37][N:38]=[C:12]23)[CH2:7][CH2:6]1.S(Cl)(Cl)(=O)=[O:40].[C:44]1([CH3:50])[CH:49]=[CH:48][CH:47]=CC=1.